From a dataset of Forward reaction prediction with 1.9M reactions from USPTO patents (1976-2016). Predict the product of the given reaction. (1) Given the reactants OS(O)(=O)=O.[Br:6][C:7]1[CH:8]=[C:9]([CH2:13][C:14]#N)[CH:10]=[N:11][CH:12]=1.C(=O)(O)[O-:17].[Na+].[CH2:21]([OH:23])[CH3:22], predict the reaction product. The product is: [Br:6][C:7]1[CH:8]=[C:9]([CH2:13][C:14]([O:23][CH2:21][CH3:22])=[O:17])[CH:10]=[N:11][CH:12]=1. (2) Given the reactants [F:1][C:2]1[C:7]([F:8])=[C:6]([CH3:9])[CH:5]=[C:4]([I:10])[C:3]=1[N:11]=[C:12]=[O:13].[NH2:14][CH:15]1[CH2:20][CH2:19][N:18]([C:21]([O:23][C:24]([CH3:27])([CH3:26])[CH3:25])=[O:22])[CH2:17][CH2:16]1, predict the reaction product. The product is: [F:1][C:2]1[C:7]([F:8])=[C:6]([CH3:9])[CH:5]=[C:4]([I:10])[C:3]=1[NH:11][C:12]([NH:14][CH:15]1[CH2:16][CH2:17][N:18]([C:21]([O:23][C:24]([CH3:27])([CH3:26])[CH3:25])=[O:22])[CH2:19][CH2:20]1)=[O:13].